From a dataset of Full USPTO retrosynthesis dataset with 1.9M reactions from patents (1976-2016). Predict the reactants needed to synthesize the given product. (1) The reactants are: [CH3:1][O:2][C:3]1[CH:8]=[CH:7][C:6]([NH2:9])=[CH:5][CH:4]=1.CCN(CC)CC.[Cl:17][CH2:18][CH2:19][C:20](Cl)=[O:21]. Given the product [CH3:1][O:2][C:3]1[CH:8]=[CH:7][C:6]([NH:9][C:20](=[O:21])[CH2:19][CH2:18][Cl:17])=[CH:5][CH:4]=1, predict the reactants needed to synthesize it. (2) Given the product [O:7]1[CH:8]=[CH:9][CH:10]=[C:6]1[C:4]([CH:3]1[O:22][C:13]2[C:12]([Cl:11])=[C:17]([Cl:18])[C:16]([Cl:19])=[C:15]([Cl:20])[C:14]=2[O:21]1)=[O:5], predict the reactants needed to synthesize it. The reactants are: [N+](=[CH:3][C:4]([C:6]1[O:7][CH:8]=[CH:9][CH:10]=1)=[O:5])=[N-].[Cl:11][C:12]1[C:13](=[O:22])[C:14](=[O:21])[C:15]([Cl:20])=[C:16]([Cl:19])[C:17]=1[Cl:18]. (3) Given the product [CH2:31]([C:29]1[N:30]=[C:26]([C:23]2[CH:24]=[CH:25][C:20]([O:19][CH2:18][CH2:17][CH2:16][O:15][C:11]3[CH:10]=[C:9]4[C:14](=[CH:13][CH:12]=3)[N:6]([CH:4]([CH3:5])[C:3]([OH:35])=[O:2])[CH:7]=[CH:8]4)=[C:21]([O:33][CH3:34])[CH:22]=2)[O:27][CH:28]=1)[CH3:32], predict the reactants needed to synthesize it. The reactants are: C[O:2][C:3](=[O:35])[CH:4]([N:6]1[C:14]2[C:9](=[CH:10][C:11]([O:15][CH2:16][CH2:17][CH2:18][O:19][C:20]3[CH:25]=[CH:24][C:23]([C:26]4[O:27][CH:28]=[C:29]([CH2:31][CH3:32])[N:30]=4)=[CH:22][C:21]=3[O:33][CH3:34])=[CH:12][CH:13]=2)[CH:8]=[CH:7]1)[CH3:5].[OH-].[Li+]. (4) Given the product [CH:1]1([CH2:4][C:5]2[N:10]3[CH:11]=[N:12][C:13]([N:17]4[CH2:18][CH2:19][CH:20]([C:23]5[CH:24]=[CH:25][CH:26]=[CH:27][CH:28]=5)[CH2:21][CH2:22]4)=[C:14]([O:15][CH3:16])[C:9]3=[N:8][N:7]=2)[CH2:2][CH2:3]1, predict the reactants needed to synthesize it. The reactants are: [CH:1]1([CH2:4][C:5]([NH:7][NH:8][C:9]2[C:14]([O:15][CH3:16])=[C:13]([N:17]3[CH2:22][CH2:21][CH:20]([C:23]4[CH:28]=[CH:27][CH:26]=[CH:25][CH:24]=4)[CH2:19][CH2:18]3)[N:12]=[CH:11][N:10]=2)=O)[CH2:3][CH2:2]1.P(Cl)(Cl)(Cl)=O. (5) Given the product [F:1][CH2:2][CH2:3][N:4]1[CH2:8][CH2:7][C@H:6]([N:9]([CH3:17])[C:10]2[CH:15]=[CH:14][C:13]([NH:16][C:32]3[N:33]=[C:34]([O:35][C:36]4[CH:37]=[C:38]([NH:42][C:58](=[O:61])[CH:64]=[CH2:65])[CH:39]=[CH:40][CH:41]=4)[C:29]4[CH:28]=[CH:27][NH:26][C:30]=4[N:31]=3)=[CH:12][CH:11]=2)[CH2:5]1, predict the reactants needed to synthesize it. The reactants are: [F:1][CH2:2][CH2:3][N:4]1[CH2:8][CH2:7][C@H:6]([N:9]([CH3:17])[C:10]2[CH:15]=[CH:14][C:13]([NH2:16])=[CH:12][CH:11]=2)[CH2:5]1.C(OC[N:26]1[C:30]2[N:31]=[C:32](NC3C=CC(OCCOC)=C(F)C=3)[N:33]=[C:34]([O:35][C:36]3[CH:41]=[CH:40][CH:39]=[C:38]([N+:42]([O-])=O)[CH:37]=3)[C:29]=2[CH:28]=[CH:27]1)(=O)C(C)(C)C.[C:58]([O-:61])([O-])=O.[K+].[K+].[CH:64]1(P(C2CCCCC2)C2C=CC=CC=2C2C(C(C)C)=CC(C(C)C)=CC=2C(C)C)CCCC[CH2:65]1.